The task is: Predict the product of the given reaction.. This data is from Forward reaction prediction with 1.9M reactions from USPTO patents (1976-2016). (1) Given the reactants [Cl:1][C:2]1[CH:11]=[C:10]2[C:5]([NH:6][C:7](=O)[C:8]3[N:9]2[N:12]=[C:13]([CH3:15])[N:14]=3)=[CH:4][CH:3]=1.[Cl:17]C1C=CC2NC(=O)N3N=CN=C3C=2C=1, predict the reaction product. The product is: [Cl:17][C:7]1[C:8]2[N:9]([N:12]=[C:13]([CH3:15])[N:14]=2)[C:10]2[C:5]([N:6]=1)=[CH:4][CH:3]=[C:2]([Cl:1])[CH:11]=2. (2) Given the reactants [CH2:1]([O:3][C:4]1[CH:5]=[C:6]([CH2:13][CH:14]([NH2:16])[CH3:15])[CH:7]=[CH:8][C:9]=1[O:10][CH2:11][CH3:12])[CH3:2].[CH:17](OCC)=[O:18].C(N(CC)CC)C, predict the reaction product. The product is: [CH2:1]([O:3][C:4]1[CH:5]=[C:6]([CH2:13][CH:14]([NH:16][CH:17]=[O:18])[CH3:15])[CH:7]=[CH:8][C:9]=1[O:10][CH2:11][CH3:12])[CH3:2]. (3) The product is: [CH:1]([N:4]1[C:9]2=[N:10][C:11]([NH:14][C:15]3[CH:20]=[CH:19][C:18]([N:21]4[CH2:22][CH2:23][CH:24]([CH2:27][CH2:28][CH2:29][N:30]5[CH2:35][CH2:34][O:33][CH2:32][CH2:31]5)[CH2:25][CH2:26]4)=[CH:17][CH:16]=3)=[N:12][CH:13]=[C:8]2[CH:7]=[N:6][C:5]1=[O:36])([CH3:3])[CH3:2]. Given the reactants [CH:1]([N:4]1[C:9]2=[N:10][C:11]([NH:14][C:15]3[CH:20]=[CH:19][C:18]([N:21]4[CH2:26][CH2:25][CH:24]([CH2:27][CH2:28][CH2:29][N:30]5[CH2:35][CH2:34][O:33][CH2:32][CH2:31]5)[CH2:23][CH2:22]4)=[CH:17][CH:16]=3)=[N:12][CH:13]=[C:8]2[CH2:7][NH:6][C:5]1=[O:36])([CH3:3])[CH3:2].CC(C)([O-])C.[K+], predict the reaction product. (4) Given the reactants [OH:1][CH2:2][CH2:3][O:4][C:5]1[CH:10]=[CH:9][C:8]([C:11]([C:13]2[CH:18]=[CH:17][CH:16]=[CH:15][CH:14]=2)=[O:12])=[CH:7][CH:6]=1.C(N(CC)CC)C.[C:26](Cl)(=[O:33])[C:27]1[CH:32]=[CH:31][CH:30]=[CH:29][CH:28]=1.CO, predict the reaction product. The product is: [C:26]([O:1][CH2:2][CH2:3][O:4][C:5]1[CH:10]=[CH:9][C:8]([C:11](=[O:12])[C:13]2[CH:18]=[CH:17][CH:16]=[CH:15][CH:14]=2)=[CH:7][CH:6]=1)(=[O:33])[C:27]1[CH:32]=[CH:31][CH:30]=[CH:29][CH:28]=1.